From a dataset of Catalyst prediction with 721,799 reactions and 888 catalyst types from USPTO. Predict which catalyst facilitates the given reaction. (1) Reactant: [CH:1]([C:9]1[NH:13][C:12]2[CH:14]=[CH:15][CH:16]=[CH:17][C:11]=2[N:10]=1)=[CH:2][C:3]1[CH:8]=[CH:7][CH:6]=[CH:5][CH:4]=1.Cl[C:19]1[N:24]=[C:23]([C:25]([F:28])([F:27])[F:26])[CH:22]=[CH:21][N:20]=1.N1C=CC=CC=1N1C2C=CC=CC=2N=C1/C=C/C1C=CC=CC=1.[C:52]([OH:57])(=[O:56])[C:53]([OH:55])=[O:54]. Product: [C:52]([OH:57])(=[O:56])[C:53]([OH:55])=[O:54].[CH:1](/[C:9]1[N:10]([C:19]2[N:24]=[C:23]([C:25]([F:28])([F:27])[F:26])[CH:22]=[CH:21][N:20]=2)[C:11]2[CH:17]=[CH:16][CH:15]=[CH:14][C:12]=2[N:13]=1)=[CH:2]\[C:3]1[CH:4]=[CH:5][CH:6]=[CH:7][CH:8]=1. The catalyst class is: 13. (2) Reactant: [CH2:1]1[O:10][C:9]2[CH:8]=[CH:7][C:5]([NH2:6])=[CH:4][C:3]=2[O:2]1.I[CH:12]([CH3:14])[CH3:13].C(N(CC)CC)C. Product: [CH:12]([NH:6][C:5]1[CH:7]=[CH:8][C:9]2[O:10][CH2:1][O:2][C:3]=2[CH:4]=1)([CH3:14])[CH3:13]. The catalyst class is: 5. (3) Reactant: [CH2:1]([C:5]1([O:32][CH3:33])[CH2:10][CH2:9][N:8]([C:11]2[CH:16]=[CH:15][C:14]([C:17]3[S:21][C:20]([C:22]4[CH:31]=[CH:30][C:25]([C:26](OC)=[O:27])=[CH:24][CH:23]=4)=[N:19][N:18]=3)=[CH:13][CH:12]=2)[CH2:7][CH2:6]1)[CH2:2][CH2:3][CH3:4].[H-].[Al+3].[Li+].[H-].[H-].[H-].C(OCC)(=O)C.Cl. Product: [CH2:1]([C:5]1([O:32][CH3:33])[CH2:6][CH2:7][N:8]([C:11]2[CH:12]=[CH:13][C:14]([C:17]3[S:21][C:20]([C:22]4[CH:23]=[CH:24][C:25]([CH2:26][OH:27])=[CH:30][CH:31]=4)=[N:19][N:18]=3)=[CH:15][CH:16]=2)[CH2:9][CH2:10]1)[CH2:2][CH2:3][CH3:4]. The catalyst class is: 30. (4) Reactant: [F:1][C:2]1[CH:9]=[CH:8][C:5]([CH:6]=O)=[CH:4][CH:3]=1.[CH:10]1([C@@H:13]([NH2:15])[CH3:14])[CH2:12][CH2:11]1.C(O[BH-](OC(=O)C)OC(=O)C)(=O)C.[Na+]. Product: [CH:10]1([C@@H:13]([NH:15][CH2:6][C:5]2[CH:8]=[CH:9][C:2]([F:1])=[CH:3][CH:4]=2)[CH3:14])[CH2:12][CH2:11]1. The catalyst class is: 5.